From a dataset of Reaction yield outcomes from USPTO patents with 853,638 reactions. Predict the reaction yield, written as a fraction of the theoretical maximum amount of product (1.0 means a 100% yield; for example, 0.34 means a 34% yield). (1) The reactants are [O:1]1[CH:5]=[CH:4][CH:3]=[C:2]1[C:6]1[CH:11]=[C:10]([O:12][CH3:13])[C:9]([OH:14])=[C:8]([O:15][CH3:16])[CH:7]=1.CCN(CC)CC.[C:24](Cl)(=[O:31])[C:25]1[CH:30]=[CH:29][CH:28]=[CH:27][CH:26]=1.C([O-])(O)=O.[Na+]. The catalyst is C(Cl)Cl. The product is [C:24]([O:14][C:9]1[C:8]([O:15][CH3:16])=[CH:7][C:6]([C:2]2[O:1][CH:5]=[CH:4][CH:3]=2)=[CH:11][C:10]=1[O:12][CH3:13])(=[O:31])[C:25]1[CH:30]=[CH:29][CH:28]=[CH:27][CH:26]=1. The yield is 0.570. (2) The reactants are [I:1][C:2]1[C:3]2[CH2:13][C:12]3[C:7](=[CH:8][CH:9]=[C:10]([C:14]([OH:16])=O)[CH:11]=3)[C:4]=2[NH:5][N:6]=1.C1CN([P+](ON2N=NC3C=CC=CC2=3)(N2CCCC2)N2CCCC2)CC1.F[P-](F)(F)(F)(F)F.[NH:50]1[CH2:55][CH2:54][O:53][CH2:52][CH2:51]1.C(N(C(C)C)CC)(C)C. The catalyst is CN(C=O)C.CCOC(C)=O. The product is [I:1][C:2]1[C:3]2[CH2:13][C:12]3[C:7](=[CH:8][CH:9]=[C:10]([C:14]([N:50]4[CH2:55][CH2:54][O:53][CH2:52][CH2:51]4)=[O:16])[CH:11]=3)[C:4]=2[NH:5][N:6]=1. The yield is 0.480. (3) The reactants are [OH:1][C:2]1[N:6]([C:7]2[CH:12]=[C:11]([C:13]#[N:14])[CH:10]=[CH:9][N:8]=2)[N:5]=[CH:4][CH:3]=1.[CH3:15][O:16][C:17]1[CH:24]=[CH:23][C:20]([CH2:21]O)=[CH:19][CH:18]=1. No catalyst specified. The product is [CH3:15][O:16][C:17]1[CH:24]=[CH:23][C:20]([CH2:21][O:1][C:2]2[N:6]([C:7]3[CH:12]=[C:11]([C:13]#[N:14])[CH:10]=[CH:9][N:8]=3)[N:5]=[CH:4][CH:3]=2)=[CH:19][CH:18]=1. The yield is 0.140. (4) The reactants are [OH-].[Na+].[CH3:3][N:4]([CH3:23])[C:5](=[O:22])[CH2:6][CH2:7][CH2:8][C:9]1[CH:14]=[CH:13][C:12]([NH:15]C(=O)C(F)(F)F)=[CH:11][CH:10]=1. The catalyst is CO. The product is [CH3:23][N:4]([CH3:3])[C:5](=[O:22])[CH2:6][CH2:7][CH2:8][C:9]1[CH:10]=[CH:11][C:12]([NH2:15])=[CH:13][CH:14]=1. The yield is 0.660. (5) The reactants are [S:1]1[CH:5]=[CH:4][C:3]([CH2:6][C:7]([OH:9])=O)=[CH:2]1.[CH3:10][O:11][NH:12][CH3:13].CCN=C=NCCCN(C)C.C1C=CC2N(O)N=NC=2C=1. The catalyst is C(Cl)Cl. The product is [CH3:10][O:11][N:12]([CH3:13])[C:7](=[O:9])[CH2:6][C:3]1[CH:4]=[CH:5][S:1][CH:2]=1. The yield is 0.766. (6) The reactants are Br[C:2]1[S:3][C:4]([NH:30]C(=O)OC(C)(C)C)=[C:5]([C:7](=[O:29])[NH:8][C:9]2[CH:10]=[N:11][N:12]([CH3:28])[C:13]=2[N:14]2[CH2:20][CH2:19][CH2:18][C@@H:17]([NH:21]C(=O)C(F)(F)F)[CH2:16][CH2:15]2)[N:6]=1.C([O-])([O-])=O.[Na+].[Na+].[Cl:44][C:45]1[CH:50]=[CH:49][C:48]([Cl:51])=[CH:47][C:46]=1B(O)O.C([O-])([O-])=O.[K+].[K+]. The catalyst is COCCOC.O.CO.O.C1C=CC(P(C2C=CC=CC=2)[C-]2C=CC=C2)=CC=1.C1C=CC(P(C2C=CC=CC=2)[C-]2C=CC=C2)=CC=1.Cl[Pd]Cl.[Fe+2]. The product is [NH2:30][C:4]1[S:3][C:2]([C:49]2[CH:50]=[C:45]([Cl:44])[CH:46]=[CH:47][C:48]=2[Cl:51])=[N:6][C:5]=1[C:7]([NH:8][C:9]1[CH:10]=[N:11][N:12]([CH3:28])[C:13]=1[N:14]1[CH2:20][CH2:19][CH2:18][C@@H:17]([NH2:21])[CH2:16][CH2:15]1)=[O:29]. The yield is 0.290.